The task is: Predict the reactants needed to synthesize the given product.. This data is from Full USPTO retrosynthesis dataset with 1.9M reactions from patents (1976-2016). (1) Given the product [C:19]([O:23][C:24]([N:26]1[CH2:31][CH2:30][N:29]([CH2:15][C:14]2[CH:17]=[CH:18][C:11]([O:10][CH2:9][CH2:8][CH2:7][N:1]3[CH2:6][CH2:5][CH2:4][CH2:3][CH2:2]3)=[CH:12][CH:13]=2)[CH2:28][CH2:27]1)=[O:25])([CH3:22])([CH3:20])[CH3:21], predict the reactants needed to synthesize it. The reactants are: [N:1]1([CH2:7][CH2:8][CH2:9][O:10][C:11]2[CH:18]=[CH:17][C:14]([CH:15]=O)=[CH:13][CH:12]=2)[CH2:6][CH2:5][CH2:4][CH2:3][CH2:2]1.[C:19]([O:23][C:24]([N:26]1[CH2:31][CH2:30][NH:29][CH2:28][CH2:27]1)=[O:25])([CH3:22])([CH3:21])[CH3:20].C(O)(=O)C.C(O[BH-](OC(=O)C)OC(=O)C)(=O)C.[Na+]. (2) Given the product [F:1][C:2]1[CH:10]=[CH:9][CH:8]=[C:7]2[C:3]=1[C:4]([CH2:26][C:25]([CH3:18])([N+:22]([O-:24])=[O:23])[CH3:27])=[CH:5][NH:6]2, predict the reactants needed to synthesize it. The reactants are: [F:1][C:2]1[CH:10]=[CH:9][CH:8]=[C:7]2[C:3]=1[C:4](CCN(C)C)=[CH:5][NH:6]2.[OH-].[Na+].[C:18](O)(=O)C.[N+:22]([CH:25]([CH3:27])[CH3:26])([O-:24])=[O:23].